This data is from Reaction yield outcomes from USPTO patents with 853,638 reactions. The task is: Predict the reaction yield, written as a fraction of the theoretical maximum amount of product (1.0 means a 100% yield; for example, 0.34 means a 34% yield). (1) The reactants are [CH2:1]([O:8][C:9]1[CH:14]=[CH:13][N:12]=[C:11](Cl)[CH:10]=1)[C:2]1[CH:7]=[CH:6][CH:5]=[CH:4][CH:3]=1.C1(P(C2CCCCC2)C2C=CC=CC=2C2C(C(C)C)=CC(C(C)C)=CC=2C(C)C)CCCCC1.[Li+].C[Si]([N-:55][Si](C)(C)C)(C)C. The catalyst is C1COCC1.C1C=CC(/C=C/C(/C=C/C2C=CC=CC=2)=O)=CC=1.C1C=CC(/C=C/C(/C=C/C2C=CC=CC=2)=O)=CC=1.C1C=CC(/C=C/C(/C=C/C2C=CC=CC=2)=O)=CC=1.[Pd].[Pd]. The product is [CH2:1]([O:8][C:9]1[CH:14]=[CH:13][N:12]=[C:11]([NH2:55])[CH:10]=1)[C:2]1[CH:7]=[CH:6][CH:5]=[CH:4][CH:3]=1. The yield is 0.960. (2) The reactants are [CH:1]1([N:4]2[C:9](=[O:10])[C:8]3=[C:11]([NH:18][C:19]4[CH:24]=[CH:23][C:22]([C:25]#[C:26][Si](C)(C)C)=[CH:21][C:20]=4[F:31])[N:12]([CH3:17])[C:13](=[O:16])[C:14]([CH3:15])=[C:7]3[N:6]([C:32]3[CH:33]=[C:34]([NH:38][C:39](=[O:41])[CH3:40])[CH:35]=[CH:36][CH:37]=3)[C:5]2=[O:42])[CH2:3][CH2:2]1.C(=O)([O-])[O-].[K+].[K+].CO.CN(C)C=O.Cl. The catalyst is O. The product is [CH:1]1([N:4]2[C:9](=[O:10])[C:8]3=[C:11]([NH:18][C:19]4[CH:24]=[CH:23][C:22]([C:25]#[CH:26])=[CH:21][C:20]=4[F:31])[N:12]([CH3:17])[C:13](=[O:16])[C:14]([CH3:15])=[C:7]3[N:6]([C:32]3[CH:33]=[C:34]([NH:38][C:39](=[O:41])[CH3:40])[CH:35]=[CH:36][CH:37]=3)[C:5]2=[O:42])[CH2:2][CH2:3]1. The yield is 0.930. (3) The reactants are [F:1][C:2]1[CH:7]=[CH:6][C:5]([CH2:8][C:9]2[CH:10]=[C:11]([NH:18][C:19]3[CH:24]=[CH:23][C:22]([O:25][CH3:26])=[CH:21][CH:20]=3)[C:12]([C:15]([OH:17])=[O:16])=[N:13][CH:14]=2)=[CH:4][CH:3]=1.[C:27](=O)([O-])[O-].[K+].[K+].IC. The catalyst is CN(C)C=O.C(OCC)(=O)C.O. The product is [F:1][C:2]1[CH:3]=[CH:4][C:5]([CH2:8][C:9]2[CH:10]=[C:11]([NH:18][C:19]3[CH:20]=[CH:21][C:22]([O:25][CH3:26])=[CH:23][CH:24]=3)[C:12]([C:15]([O:17][CH3:27])=[O:16])=[N:13][CH:14]=2)=[CH:6][CH:7]=1. The yield is 0.640.